Dataset: Forward reaction prediction with 1.9M reactions from USPTO patents (1976-2016). Task: Predict the product of the given reaction. (1) The product is: [CH3:35][N:34]1[C:31]2[CH:32]=[CH:33][C:28]([O:27][C:25]3[CH:24]=[CH:23][N:22]=[C:21]([C:19]4[NH:20][C:16]([C:15]([F:37])([F:14])[F:38])=[CH:17][N:18]=4)[CH:26]=3)=[CH:29][C:30]=2[N:36]=[C:10]1[NH:9][C:6]1[CH:7]=[CH:8][C:3]([C:2]([F:13])([F:12])[F:1])=[CH:4][CH:5]=1. Given the reactants [F:1][C:2]([F:13])([F:12])[C:3]1[CH:8]=[CH:7][C:6]([N:9]=[C:10]=S)=[CH:5][CH:4]=1.[F:14][C:15]([F:38])([F:37])[C:16]1[NH:20][C:19]([C:21]2[CH:26]=[C:25]([O:27][C:28]3[CH:29]=[C:30]([NH2:36])[C:31]([NH:34][CH3:35])=[CH:32][CH:33]=3)[CH:24]=[CH:23][N:22]=2)=[N:18][CH:17]=1.NC(N)=S, predict the reaction product. (2) Given the reactants [C:1]1([C:8]2[CH:13]=[CH:12][CH:11]=[CH:10][CH:9]=2)[CH:6]=[CH:5][CH:4]=[C:3]([NH2:7])[CH:2]=1.[O:14]1[CH2:18][CH2:17][O:16][CH:15]1[CH2:19][CH2:20][CH2:21][CH2:22][CH2:23][C:24](O)=[O:25].NC1C=CC=CC=1, predict the reaction product. The product is: [C:1]1([C:8]2[CH:9]=[CH:10][CH:11]=[CH:12][CH:13]=2)[CH:6]=[CH:5][CH:4]=[C:3]([NH:7][C:24](=[O:25])[CH2:23][CH2:22][CH2:21][CH2:20][CH2:19][CH:15]2[O:16][CH2:17][CH2:18][O:14]2)[CH:2]=1. (3) Given the reactants [C:1]([O:7][CH2:8][C@H:9]([C:15]1[C:16](Br)=[C:17]2[C:22](=[CH:23][C:24]=1[CH3:25])[NH:21][C:20](=[O:26])[CH:19]=[CH:18]2)[O:10][C:11]([CH3:14])([CH3:13])[CH3:12])(=[O:6])[C:2]([CH3:5])([CH3:4])[CH3:3].[Cl:28][C:29]1[CH:34]=[CH:33][C:32](B(O)O)=[CH:31][CH:30]=1.C([O-])([O-])=O.[K+].[K+], predict the reaction product. The product is: [C:1]([O:7][CH2:8][C@@H:9]([O:10][C:11]([CH3:14])([CH3:13])[CH3:12])[C:15]1[C:16]([C:32]2[CH:33]=[CH:34][C:29]([Cl:28])=[CH:30][CH:31]=2)=[C:17]2[C:22](=[CH:23][C:24]=1[CH3:25])[NH:21][C:20](=[O:26])[CH:19]=[CH:18]2)(=[O:6])[C:2]([CH3:5])([CH3:4])[CH3:3]. (4) Given the reactants Cl[C:2]1[N:7]=[C:6]2[NH:8][N:9]=[C:10]([S:11][CH3:12])[C:5]2=[C:4]([NH:13][C:14]2[CH:19]=[CH:18][C:17]([NH:20][C:21](=[O:23])[CH3:22])=[CH:16][CH:15]=2)[N:3]=1.[O:24]1[CH2:29][CH2:28][N:27]([C:30]2[CH:36]=[CH:35][C:33]([NH2:34])=[CH:32][CH:31]=2)[CH2:26][CH2:25]1, predict the reaction product. The product is: [CH3:12][S:11][C:10]1[C:5]2[C:6](=[N:7][C:2]([NH:34][C:33]3[CH:32]=[CH:31][C:30]([N:27]4[CH2:28][CH2:29][O:24][CH2:25][CH2:26]4)=[CH:36][CH:35]=3)=[N:3][C:4]=2[NH:13][C:14]2[CH:19]=[CH:18][C:17]([NH:20][C:21](=[O:23])[CH3:22])=[CH:16][CH:15]=2)[NH:8][N:9]=1. (5) Given the reactants [OH-].[Na+].[NH2:3][C:4]1[CH:9]=[CH:8][C:7]([Cl:10])=[CH:6][C:5]=1[C:11]([C:13]1[CH:18]=[CH:17][CH:16]=[C:15]([O:19][CH3:20])[C:14]=1[O:21][CH3:22])=[O:12].[CH2:23](Br)[CH:24]=[CH2:25].C(OCC)(=O)C, predict the reaction product. The product is: [CH2:25]([NH:3][C:4]1[CH:9]=[CH:8][C:7]([Cl:10])=[CH:6][C:5]=1[C:11]([C:13]1[CH:18]=[CH:17][CH:16]=[C:15]([O:19][CH3:20])[C:14]=1[O:21][CH3:22])=[O:12])[CH:24]=[CH2:23]. (6) The product is: [CH3:1][O:2][C:3]1[CH:8]=[CH:7][C:6]([C:19]2[CH:24]=[CH:23][C:22]([CH3:25])=[C:21]([N+:26]([O-:28])=[O:27])[CH:20]=2)=[CH:5][CH:4]=1. Given the reactants [CH3:1][O:2][C:3]1[CH:8]=[CH:7][C:6](B(O)O)=[CH:5][CH:4]=1.C(=O)([O-])[O-].[K+].[K+].Br[C:19]1[CH:24]=[CH:23][C:22]([CH3:25])=[C:21]([N+:26]([O-:28])=[O:27])[CH:20]=1.O, predict the reaction product. (7) Given the reactants [C:9](O[C:9]([O:11][C:12]([CH3:15])([CH3:14])[CH3:13])=[O:10])([O:11][C:12]([CH3:15])([CH3:14])[CH3:13])=[O:10].[F:16][C:17]1[CH:22]=[CH:21][C:20]([Mg]Br)=[CH:19][C:18]=1[CH3:25], predict the reaction product. The product is: [F:16][C:17]1[CH:22]=[CH:21][C:20]([C:9]([O:11][C:12]([CH3:13])([CH3:14])[CH3:15])=[O:10])=[CH:19][C:18]=1[CH3:25]. (8) The product is: [S:26]1[C:27]2[CH:32]=[CH:31][CH:30]=[CH:29][C:28]=2[C:24]([N:18]2[CH2:19][CH2:20][N:21]([CH2:2][C:3]([C:5]3[C:6]([CH3:16])=[C:7]([NH:12][C:13](=[O:15])[CH3:14])[C:8]([CH3:11])=[CH:9][CH:10]=3)=[O:4])[CH2:22][CH2:23]2)=[N:25]1. Given the reactants Cl[CH2:2][C:3]([C:5]1[C:6]([CH3:16])=[C:7]([NH:12][C:13](=[O:15])[CH3:14])[C:8]([CH3:11])=[CH:9][CH:10]=1)=[O:4].Cl.[N:18]1([C:24]2[C:28]3[CH:29]=[CH:30][CH:31]=[CH:32][C:27]=3[S:26][N:25]=2)[CH2:23][CH2:22][NH:21][CH2:20][CH2:19]1, predict the reaction product.